Dataset: Peptide-MHC class I binding affinity with 185,985 pairs from IEDB/IMGT. Task: Regression. Given a peptide amino acid sequence and an MHC pseudo amino acid sequence, predict their binding affinity value. This is MHC class I binding data. The peptide sequence is GTSKIKMKW. The MHC is HLA-B27:05 with pseudo-sequence HLA-B27:05. The binding affinity (normalized) is 0.0847.